This data is from Forward reaction prediction with 1.9M reactions from USPTO patents (1976-2016). The task is: Predict the product of the given reaction. (1) Given the reactants [CH3:1][O:2][C:3]1[CH:4]=[C:5]([NH:11][CH2:12][CH2:13][C:14]2[CH:19]=[CH:18][C:17]([C:20]([F:23])([F:22])[F:21])=[CH:16][CH:15]=2)[CH:6]=[CH:7][C:8]=1[O:9][CH3:10].[NH2:24][CH:25]([C:29]1[CH:34]=[CH:33][CH:32]=[C:31]([Cl:35])[CH:30]=1)[C:26](O)=[O:27], predict the reaction product. The product is: [NH2:24][CH:25]([C:29]1[CH:34]=[CH:33][CH:32]=[C:31]([Cl:35])[CH:30]=1)[C:26]([N:11]([C:5]1[CH:6]=[CH:7][C:8]([O:9][CH3:10])=[C:3]([O:2][CH3:1])[CH:4]=1)[CH2:12][CH2:13][C:14]1[CH:19]=[CH:18][C:17]([C:20]([F:22])([F:21])[F:23])=[CH:16][CH:15]=1)=[O:27]. (2) Given the reactants [NH2:1][C:2]1[CH:3]=[C:4]([CH:8]=[CH:9][CH:10]=1)[C:5]([OH:7])=[O:6].[CH:11]([C:14]1[CH:19]=[CH:18][C:17]([N:20]=[C:21]=[O:22])=[CH:16][CH:15]=1)([CH3:13])[CH3:12].O, predict the reaction product. The product is: [CH:11]([C:14]1[CH:19]=[CH:18][C:17]([NH:20][C:21](=[O:22])[NH:1][C:2]2[CH:3]=[C:4]([CH:8]=[CH:9][CH:10]=2)[C:5]([OH:7])=[O:6])=[CH:16][CH:15]=1)([CH3:13])[CH3:12]. (3) Given the reactants [CH3:1][O:2][C:3]1[CH:12]=[C:11]2[C:6]([CH:7]=[C:8]([C:14]3[CH:19]=[CH:18][CH:17]=[CH:16][C:15]=3[O:20][CH3:21])[N+:9]([O-])=[CH:10]2)=[CH:5][CH:4]=1.P(Cl)(Cl)([Cl:24])=O, predict the reaction product. The product is: [Cl:24][C:10]1[C:11]2[C:6](=[CH:5][CH:4]=[C:3]([O:2][CH3:1])[CH:12]=2)[CH:7]=[C:8]([C:14]2[CH:19]=[CH:18][CH:17]=[CH:16][C:15]=2[O:20][CH3:21])[N:9]=1. (4) Given the reactants ClC1N=CC(C[NH:9][CH2:10][CH2:11][N:12]2[CH2:16][CH2:15][NH:14][C:13]2=[CH:17][N+:18]([O-:20])=[O:19])=CC=1.[Cl:21][C:22]1[CH:29]=[CH:28][CH:27]=[CH:26][C:23]=1[CH:24]=O.C(O[BH-](OC(=O)C)OC(=O)C)(=O)C.[Na+].S([O-])([O-])(=O)=O.[Mg+2], predict the reaction product. The product is: [Cl:21][C:22]1[CH:29]=[CH:28][CH:27]=[CH:26][C:23]=1[CH2:24][NH:9][CH2:10][CH2:11][N:12]1[CH2:16][CH2:15][NH:14][C:13]1=[CH:17][N+:18]([O-:20])=[O:19].